Binary Classification. Given two protein amino acid sequences, predict whether they physically interact or not. From a dataset of Human Reference Interactome with 51,813 positive PPI pairs across 8,248 proteins, plus equal number of experimentally-validated negative pairs. (1) Protein 1 (ENSG00000146857) has sequence MGKIDVDKILFFNQEIRLWQLIMATPEENSNPHDRATPQLPAQLQELEHRVARRRLSQARHRATLAALFNNLRKTVYSQSDLIASKWQVLNKAKSHIPELEQTLDNLLKLKASFNLEDGHASSLEEVKKEYASMYSGNDSFPQNGSSPWYLNFYKQTMDLLTGSGIITPQEAALPIVSAAISHLWQNLSEERKASLRQAWAQKHRGPATLAEACREPACAEGSVKDSGVDSQGASCSLVSTPEEILFEDAFDVASFLDKSEVPSTSSSSSVLASCNPENPEEKFQLYMQIINFFKGLSCA.... Protein 2 (ENSG00000185069) has sequence MNRQVCKKSFSGRSQGFSGRSAVVSGSSRMSCVARSGGAGGGACGFRSGAGSFGSRSLYNLGSNKSISISVAAGSSRAGGFGGGRSSCGFAGGYGGGFGGSYGGGFGGGRGVGSGFGGAGGFGGAGGFGGPGVFGGPGSFGGPGGFGPGGFPGGIQEVIVNQSLLQPLNVEIDPQIGQVKAQEREQIKTLNNKFASFIDKVRFLEQQNKVLETKWELLQQQTTGSGPSSLEPCFESYISFLCKQLDSLLGERGNLEGELKSMQDLVEDFKKKYEDEINKRTAAENEFVGLKKDVDAAFMN.... Result: 0 (the proteins do not interact). (2) Protein 1 (ENSG00000126460) has sequence MRGHPSLLLLYMALTTCLDTSPSEETDQEVFLGPPEAQSFLSSHTRIPRANHWDLELLTPGNLERECLEERCSWEEAREYFEDNTLTERFWESYIYNGKGGRGRVDVASLAVGLTGGILLIVLAGLGAFWYLRWRQHRGQQPCPQEAGLISPLSPLNPLGPPTPLPPPPPPPPGLPTYEQALAASGVHDAPPPPYTSLRRPH*MRGHPSLLLLYMALTTCLDTSPSEETDQVLPLPGVQDPAPSSFRPRNLDSQPLLLPPGPHCFPSPYDSSPRDPPFFCPSCLWVQKSSWVPQRPRAS*.... Protein 2 (ENSG00000136631) has sequence MVYTQSEILQKEVYLFERIDSQNREIMKHLKAICFLRPTKENVDYIIQELRRPKYTIYFIYFSNVISKSDVKSLAEADEQEVVAEVQQVITKEYELFEFRRTEVPPLLLILDRCDDAITPLLNQWTYQAMVHELLGINNNRIDLSRVPGISKDLREVVLSAENDEFYANNMYLNFAEIGSNIKNLMEDFQKKKPKEQQKLESIADMKAFVENYPQFKKMSGTVSKHVTVVGELSRLVSERNLLEVSEVEQELACQNDHSSALQNIKRLLQNPKVTEFDAARLVMLYALHYERHSSNSLPG.... Result: 0 (the proteins do not interact). (3) Protein 1 (ENSG00000196748) has sequence MAAALALVAGVLSGAVLPLWSALPQYKKKITDRCFHHSECYSGCCLMDLDSGGAFCAPRARITMICLPQWLELFKGRDRIIFIYEAPTPSLVSAHNQGSYQHHLPLPDGLDVHIQGLDVFPPVPYDLEEDAGWSLLPWGHRPWLPPTCSKSSS*MAAALALVAGVLSGAVLPLWSALPQYKKKITDRCFHHSECYSGCCLMDLDSGGAFCAPRARITMICLPQTKGATNIICPCRMGLTCISKDLMCSRRCHMI*. Protein 2 (ENSG00000139180) has sequence MAAAAQSRVVRVLSMSRSAITAIATSVCHGPPCRQLHHALMPHGKGGRSSVSGIVATVFGATGFLGRYVVNHLGRMGSQVIIPYRCDKYDIMHLRPMGDLGQLLFLEWDARDKDSIRRVVQHSNVVINLIGRDWETKNFDFEDVFVKIPQAIAQLSKEAGVEKFIHVSHLNANIKSSSRYLRNKAVGEKVVRDAFPEAIIVKPSDIFGREDRFLNSFASMHRFGPIPLGSLGWKTVKQPVYVVDVSKGIVNAVKDPDANGKSFAFVGPSRYLLFHLVKYIFAVAHRLFLPFPLPLFAYRW.... Result: 0 (the proteins do not interact). (4) Protein 1 (ENSG00000166135) has sequence MAATAAEAVASGSGEPREEAGALGPAWDESQLRSYSFPTRPIPRLSQSDPRAEELIENEEPVVLTDTNLVYPALKWDLEYLQENIGNGDFSVYSASTHKFLYYDEKKMANFQNFKPRSNREEMKFHEFVEKLQDIQQRGGEERLYLQQTLNDTVGRKIVMDFLGFNWNWINKQQGKRGWGQLTSNLLLIGMEGNVTPAHYDEQQNFFAQIKGYKRCILFPPDQFECLYPYPVHHPCDRQSQVDFDNPDYERFPNFQNVVGYETVVGPGDVLYIPMYWWHHIESLLNGGITITVNFWYKGA.... Protein 2 (ENSG00000162728) has sequence MAQENAAFSPGQEEPPRRRGRQRYVEKDGRCNVQQGNVRETYRYLTDLFTTLVDLQWRLSLLFFVLAYALTWLFFGAIWWLIAYGRGDLEHLEDTAWTPCVNNLNGFVAAFLFSIETETTIGYGHRVITDQCPEGIVLLLLQAILGSMVNAFMVGCMFVKISQPNKRAATLVFSSHAVVSLRDGRLCLMFRVGDLRSSHIVEASIRAKLIRSRQTLEGEFIPLHQTDLSVGFDTGDDRLFLVSPLVISHEIDAASPFWEASRRALERDDFEIVVILEGMVEATGMTCQARSSYLVDEVLW.... Result: 0 (the proteins do not interact). (5) Protein 1 (ENSG00000135632) has sequence MAASMCDVFSFCVGVAGRARVSVEVRFVSSAKGKGLFATQLIRKGETIFVERPLVAAQFLWNALYRYRGH*MAASMCDVFSFCVGVAGRARVSVEVRFVSSAKGKGLFATQLIRKGETIFVERPLVAAQFLWNALYRYRACDHCLRALEKAEENAQRLTGKPGQVLPHPELCTVRKDLHQNCPHCQVMYCSAECRLAATEQYHQVLCPGPSQDDPLHPLNKLQEAWRSIHYPPETASIMLMARMVATVKQAKDKDRWIRLFSQFCNKTANEEEEIVHKLLGDKFKGQLELLRRLFTEALY.... Protein 2 (ENSG00000114988) has sequence MAATLGPLGSWQQWRRCLSARDGSRMLLLLLLLGSGQGPQQVGAGQTFEYLKREHSLSKPYQGVGTGSSSLWNLMGNAMVMTQYIRLTPDMQSKQGALWNRVPCFLRDWELQVHFKIHGQGKKNLHGDGLAIWYTKDRMQPGPVFGNMDKFVGLGVFVDTYPNEEKQQERVFPYISAMVNNGSLSYDHERDGRPTELGGCTAIVRNLHYDTFLVIRYVKRHLTIMMDIDGKHEWRDCIEVPGVRLPRGYYFGTSSITGDLSDNHDVISLKLFELTVERTPEEEKLHRDVFLPSVDNMKLP.... Result: 0 (the proteins do not interact). (6) Protein 1 (ENSG00000110811) has sequence MLRLLRPLLLLLLLPPPGSPEPPGLTQLSPGAPPQAPDLLYADGLRAYAAGAWAPAVALLREALRSQAALGRVRLDCGASCAADPGAALPAVLLGAPEPDSGPGPTQGSWERQLLRAALRRADCLTQCAARRLGPGGAARLRVGSALRDAFRRREPYNYLQRAYYQLKKLDLAAAAAHTFFVANPMHLQMREDMAKYRRMSGVRPQSFRDLETPPHWAAYDTGLELLGRQEAGLALPRLEEALQGSLAQMESCRADCEGPEEQQGAEEEEDGAASQGGLYEAIAGHWIQVLQCRQRCVGE.... Protein 2 (ENSG00000101882) has sequence MAPVSGSRSPDREASGSGGRRRSSSKSPKPSKSARSPRGRRSRSHSCSRSGDRNGLTHQLGGLSQGSRNQSYRSRSRSRSRERPSAPRGIPFASASSSVYYGSYSRPYGSDKPWPSLLDKEREESLRQKRLSERERIGELGAPEVWGLSPKNPEPDSDEHTPVEDEEPKKSTTSASTSEEEKKKKSSRSKERSKKRRKKKSSKRKHKKYSEDSDSDSDSETDSSDEDNKRRAKKAKKKEKKKKHRSKKYKKKRSKKSRKESSDSSSKESQEEFLENPWKDRTKAEEPSDLIGPEAPKTLT.... Result: 0 (the proteins do not interact). (7) Protein 1 (ENSG00000137055) has sequence MTSGATRYRLSCSLRGHELDVRGLVCCAYPPGAFVSVSRDRTTRLWAPDSPNRSFTEMHCMSGHSNFVSCVCIIPSSDIYPHGLIATGGNDHNICIFSLDSPMPLYILKGHKNTVCSLSSGKFGTLLSGSWDTTAKVWLNDKCMMTLQGHTAAVWAVKILPEQGLMLTGSADKTVKLWKAGRCERTFSGHEDCVRGLAILSETEFLSCANDASIRRWQITGECLEVYYGHTNYIYSISVFPNCRDFVTTAEDRSLRIWKHGECAQTIRLPAQSIWCCCVLDNGDIVVGASDGIIRVFTES.... Protein 2 (ENSG00000119718) has sequence MPGSAAKGSELSERIESFVETLKRGGGPRSSEEMARETLGLLRQIITDHRWSNAGELMELIRREGRRMTAAQPSETTVGNMVRRVLKIIREEYGRLHGRSDESDQQESLHKLLTSGGLNEDFSFHYAQLQSNIIEAINELLVELEGTMENIAAQALEHIHSNEVIMTIGFSRTVEAFLKEAARKRKFHVIVAECAPFCQGHEMAVNLSKAGIETTVMTDAAIFAVMSRVNKVIIGTKTILANGALRAVTGTHTLALAAKHHSTPLIVCAPMFKLSPQFPNEEDSFHKFVAPEEVLPFTEG.... Result: 0 (the proteins do not interact). (8) Protein 1 (ENSG00000196776) has sequence MWPLVAALLLGSACCGSAQLLFNKTKSVEFTFCNDTVVIPCFVTNMEAQNTTEVYVKWKFKGRDIYTFDGALNKSTVPTDFSSAKIEVSQLLKGDASLKMDKSDAVSHTGNYTCEVTELTREGETIIELKYRVVSWFSPNENILIVIFPIFAILLFWGQFGIKTLKYRSGGMDEKTIALLVAGLVITVIVIVGAILFVPGEYSLKNATGLGLIVTSTGILILLHYYVFSTAIGLTSFVIAILVIQVIAYILAVVGLSLCIAACIPMHGPLLISGLSILALAQLLGLVYMKFVASNQKTIQ.... Protein 2 (ENSG00000215717) has sequence MTNVYSLDGILVFGLLFVCTCAYFKKVPRLKTWLLSEKKGVWGVFYKAAVIGTRLHAAVAIACVVMAFYVLFIK*MTNVYSLDGILVFGLLFVCTCAYFKKVPRLKTWLLSEKKGVWGVFYKGEAMSGQGEETAISGQCGATNRCDWNQAACCCGNCLCCNGLLRPVYKMNSKAPKSSTANQGDGDEEPVGDLNPV*. Result: 1 (the proteins interact). (9) Protein 1 (ENSG00000105954) has sequence MEIISSKLFILLTLATSSLLTSNIFCADELVMSNLHSKENYDKYSEPRGYPKGERSLNFEELKDWGPKNVIKMSTPAVNKMPHSFANLPLRFGRNVQEERSAGATANLPLRSGRNMEVSLVRRVPNLPQRFGRTTTAKSVCRMLSDLCQGSMHSPCANDLFYSMTCQHQEIQNPDQKQSRRLLFKKIDDAELKQEK*. Protein 2 (ENSG00000115942) has sequence MSKPELKEDKMLEVHFVGDDDVLNHILDREGGAKLKKERAQLLVNPKKIIKKPEYDLEEDDQEVLKDQNYVEIMGRDVQESLKNGSATGGGNKVYSFQNRKHSEKMAKLASELAKTPQKSVSFSLKNDPEITINVPQSSKGHSASDKVQPKNNDKSEFLSTAPRSLRKRLIVPRSHSDSESEYSASNSEDDEGVAQEHEEDTNAVIFSQKIQAQNRVVSAPVGKETPSKRMKRDKTSDLVEEYFEAHSSSKVLTSDRTLQKLKRAKLDQQTLRNLLSKVSPSFSAELKQLNQQYEKLFHK.... Result: 0 (the proteins do not interact).